Task: Predict the product of the given reaction.. Dataset: Forward reaction prediction with 1.9M reactions from USPTO patents (1976-2016) (1) Given the reactants [OH:1][C:2]1[CH:11]=[CH:10][C:9]2[NH:8][C:7](=[O:12])[C:6]3[S:13][CH:14]=[CH:15][C:5]=3[C:4]=2[C:3]=1[C:16]1[CH:21]=[CH:20][C:19]([CH:22]([NH:24][C:25](=[O:31])[O:26][C:27]([CH3:30])([CH3:29])[CH3:28])[CH3:23])=[CH:18][CH:17]=1.[H-].[Na+].Cl[C:35]([O:37][CH:38]([CH3:40])[CH3:39])=[O:36].O, predict the reaction product. The product is: [CH:38]([O:37][C:35]([O:1][C:2]1[CH:11]=[CH:10][C:9]2[NH:8][C:7](=[O:12])[C:6]3[S:13][CH:14]=[CH:15][C:5]=3[C:4]=2[C:3]=1[C:16]1[CH:21]=[CH:20][C:19]([CH:22]([NH:24][C:25](=[O:31])[O:26][C:27]([CH3:30])([CH3:29])[CH3:28])[CH3:23])=[CH:18][CH:17]=1)=[O:36])([CH3:40])[CH3:39]. (2) Given the reactants [CH2:1]([O:3][C:4]([N:6]1[C:15]2[C:10](=[N:11][C:12]([O:16][CH3:17])=[CH:13][CH:14]=2)[C@@H:9]([NH:18][C:19]2[N:24]=[C:23]([CH2:25][C:26]3[CH:31]=[C:30]([C:32]([F:35])([F:34])[F:33])[CH:29]=[C:28]([C:36]([F:39])([F:38])[F:37])[CH:27]=3)[C:22]([C:40](=[O:49])[NH:41][CH:42]([C:45]([O:47]C)=[O:46])[CH2:43][OH:44])=[CH:21][N:20]=2)[CH2:8][C@H:7]1[CH2:50][CH3:51])=[O:5])[CH3:2].[OH-].[Na+], predict the reaction product. The product is: [CH2:1]([O:3][C:4]([N:6]1[C:15]2[C:10](=[N:11][C:12]([O:16][CH3:17])=[CH:13][CH:14]=2)[C@@H:9]([NH:18][C:19]2[N:24]=[C:23]([CH2:25][C:26]3[CH:31]=[C:30]([C:32]([F:33])([F:34])[F:35])[CH:29]=[C:28]([C:36]([F:39])([F:38])[F:37])[CH:27]=3)[C:22]([C:40](=[O:49])[NH:41][CH:42]([C:45]([OH:47])=[O:46])[CH2:43][OH:44])=[CH:21][N:20]=2)[CH2:8][C@H:7]1[CH2:50][CH3:51])=[O:5])[CH3:2]. (3) Given the reactants [F:1][C:2]1[C:7]([F:8])=[CH:6][C:5]([N+:9]([O-:11])=[O:10])=[CH:4][C:3]=1[C@:12]12[CH2:20][O:19][C@H:18]([CH:21]([F:23])[F:22])[C@H:17]1[CH2:16][S:15][C:14]([NH2:24])=[N:13]2.[C:25](O[C:25]([O:27][C:28]([CH3:31])([CH3:30])[CH3:29])=[O:26])([O:27][C:28]([CH3:31])([CH3:30])[CH3:29])=[O:26].C(=O)(O)[O-].[Na+], predict the reaction product. The product is: [F:1][C:2]1[C:7]([F:8])=[CH:6][C:5]([N+:9]([O-:11])=[O:10])=[CH:4][C:3]=1[C@:12]12[CH2:20][O:19][C@H:18]([CH:21]([F:22])[F:23])[C@H:17]1[CH2:16][S:15][C:14]([NH:24][C:25](=[O:26])[O:27][C:28]([CH3:31])([CH3:30])[CH3:29])=[N:13]2.